From a dataset of Reaction yield outcomes from USPTO patents with 853,638 reactions. Predict the reaction yield, written as a fraction of the theoretical maximum amount of product (1.0 means a 100% yield; for example, 0.34 means a 34% yield). The reactants are [NH2:1][C:2]1[CH:3]=[C:4]([N:16]2[CH2:21][CH2:20][N:19]([C:22]([C:24]3[CH:29]=[CH:28][CH:27]=[CH:26][CH:25]=3)=[O:23])[CH2:18][CH2:17]2)[CH:5]=[CH:6][C:7]=1[O:8][CH2:9][C:10]1[CH:15]=[CH:14][CH:13]=[CH:12][CH:11]=1.[C:30]1(B(O)O)[CH:35]=[CH:34][CH:33]=[CH:32][CH:31]=1.C(N(CC)CC)C. The catalyst is C(Cl)Cl.CC([O-])=O.CC([O-])=O.[Cu+2]. The product is [CH2:9]([O:8][C:7]1[CH:6]=[CH:5][C:4]([N:16]2[CH2:21][CH2:20][N:19]([C:22]([C:24]3[CH:25]=[CH:26][CH:27]=[CH:28][CH:29]=3)=[O:23])[CH2:18][CH2:17]2)=[CH:3][C:2]=1[NH:1][C:30]1[CH:35]=[CH:34][CH:33]=[CH:32][CH:31]=1)[C:10]1[CH:11]=[CH:12][CH:13]=[CH:14][CH:15]=1. The yield is 0.820.